This data is from Full USPTO retrosynthesis dataset with 1.9M reactions from patents (1976-2016). The task is: Predict the reactants needed to synthesize the given product. (1) Given the product [BrH:12].[Cl:22][C:19]1[CH:20]=[CH:21][C:16]([C:14]2[N:1]=[C:2]3[CH:3]=[CH:4][C:5]([C:8]([O:10][CH3:11])=[O:9])=[CH:6][N:7]3[CH:13]=2)=[CH:17][CH:18]=1, predict the reactants needed to synthesize it. The reactants are: [NH2:1][C:2]1[N:7]=[CH:6][C:5]([C:8]([O:10][CH3:11])=[O:9])=[CH:4][CH:3]=1.[Br:12][CH2:13][C:14]([C:16]1[CH:21]=[CH:20][C:19]([Cl:22])=[CH:18][CH:17]=1)=O. (2) Given the product [Cl:1][C:2]1[CH:3]=[C:4]([CH:8]=[CH:9][C:10]=1[O:11][C:12]1[CH:17]=[CH:16][CH:15]=[C:14]([C:18]2[CH:23]=[CH:22][N:21]=[N:20][CH:19]=2)[C:13]=1[C:24]#[N:25])[C:5]([O:7][CH:31]1[CH2:30][C:29]([CH3:35])([CH3:34])[NH:28][C:27]([CH3:36])([CH3:26])[CH2:32]1)=[O:6], predict the reactants needed to synthesize it. The reactants are: [Cl:1][C:2]1[CH:3]=[C:4]([CH:8]=[CH:9][C:10]=1[O:11][C:12]1[CH:17]=[CH:16][CH:15]=[C:14]([C:18]2[CH:23]=[CH:22][N:21]=[N:20][CH:19]=2)[C:13]=1[C:24]#[N:25])[C:5]([OH:7])=[O:6].[CH3:26][C:27]1([CH3:36])[CH2:32][CH:31](O)[CH2:30][C:29]([CH3:35])([CH3:34])[NH:28]1.C(=NC1CCCCC1)=NC1CCCCC1. (3) Given the product [Cl:21][C:17]1[N:16]=[C:15]2[C:14]([C:12](=[O:13])[C:6]([C:7]([O:9][CH2:10][CH3:11])=[O:8])=[CH:5][N:4]2[CH:1]2[CH2:3][CH2:2]2)=[CH:19][C:18]=1[F:20], predict the reactants needed to synthesize it. The reactants are: [CH:1]1([NH:4][CH:5]=[C:6]([C:12]([C:14]2[C:15](Cl)=[N:16][C:17]([Cl:21])=[C:18]([F:20])[CH:19]=2)=[O:13])[C:7]([O:9][CH2:10][CH3:11])=[O:8])[CH2:3][CH2:2]1.[O-]P([O-])([O-])=O.[K+].[K+].[K+]. (4) Given the product [Br:24][CH2:43][C:39]1[CH:40]=[CH:47][C:46]([N:1]([CH3:2])[C:17](=[O:18])[O:19][C:20]([CH3:21])([CH3:22])[CH3:23])=[CH:45][CH:42]=1, predict the reactants needed to synthesize it. The reactants are: [NH2:1][C:2]1C=CC(C)=CC=1.[C:17](O[C:17]([O:19][C:20]([CH3:23])([CH3:22])[CH3:21])=[O:18])([O:19][C:20]([CH3:23])([CH3:22])[CH3:21])=[O:18].[Br:24]N1C(=O)CCC1=O.N([C:39]([CH3:43])([CH3:42])[C:40]#N)=N[C:39]([CH3:43])([CH3:42])[C:40]#N.O1C[CH2:47][CH2:46][CH2:45]1. (5) Given the product [CH3:19][C:8]([C:10]1[CH:11]=[CH:12][C:13]([NH2:16])=[CH:14][CH:15]=1)([CH:5]1[CH2:4][CH2:3][N:2]([CH3:1])[CH2:7][CH2:6]1)[CH3:9], predict the reactants needed to synthesize it. The reactants are: [CH3:1][N:2]1[CH2:7][CH:6]=[C:5]([C:8]([CH3:19])([C:10]2[CH:15]=[CH:14][C:13]([N+:16]([O-])=O)=[CH:12][CH:11]=2)[CH3:9])[CH2:4][CH2:3]1.